Dataset: NCI-60 drug combinations with 297,098 pairs across 59 cell lines. Task: Regression. Given two drug SMILES strings and cell line genomic features, predict the synergy score measuring deviation from expected non-interaction effect. (1) Drug 1: C1CN1P(=S)(N2CC2)N3CC3. Drug 2: CC1C(C(CC(O1)OC2CC(CC3=C2C(=C4C(=C3O)C(=O)C5=C(C4=O)C(=CC=C5)OC)O)(C(=O)CO)O)N)O.Cl. Cell line: IGROV1. Synergy scores: CSS=29.0, Synergy_ZIP=-3.30, Synergy_Bliss=-1.27, Synergy_Loewe=-14.8, Synergy_HSA=1.33. (2) Drug 1: CN(C(=O)NC(C=O)C(C(C(CO)O)O)O)N=O. Drug 2: C(CN)CNCCSP(=O)(O)O. Cell line: EKVX. Synergy scores: CSS=4.58, Synergy_ZIP=1.13, Synergy_Bliss=2.01, Synergy_Loewe=4.23, Synergy_HSA=0.980. (3) Drug 1: CS(=O)(=O)C1=CC(=C(C=C1)C(=O)NC2=CC(=C(C=C2)Cl)C3=CC=CC=N3)Cl. Drug 2: C1=CC(=CC=C1CCC2=CNC3=C2C(=O)NC(=N3)N)C(=O)NC(CCC(=O)O)C(=O)O. Cell line: MDA-MB-435. Synergy scores: CSS=8.59, Synergy_ZIP=4.84, Synergy_Bliss=9.96, Synergy_Loewe=-60.2, Synergy_HSA=2.75. (4) Drug 1: CC(C)(C#N)C1=CC(=CC(=C1)CN2C=NC=N2)C(C)(C)C#N. Drug 2: C1CN(P(=O)(OC1)NCCCl)CCCl. Cell line: CAKI-1. Synergy scores: CSS=-3.86, Synergy_ZIP=-0.0159, Synergy_Bliss=-4.61, Synergy_Loewe=-5.52, Synergy_HSA=-6.02.